Task: Predict the reaction yield, written as a fraction of the theoretical maximum amount of product (1.0 means a 100% yield; for example, 0.34 means a 34% yield).. Dataset: Reaction yield outcomes from USPTO patents with 853,638 reactions (1) The reactants are C1CC[CH:4]([N:7]=C=NC2CCCCC2)CC1.[NH:16]([C:23]([O:25][C:26]([CH3:29])([CH3:28])[CH3:27])=[O:24])[C@H:17]([C:20]([OH:22])=O)[CH2:18][OH:19].CN.[C:32]([O:35]C(=O)C)(=O)[CH3:33]. The catalyst is C(Cl)Cl.CN(C1C=CN=CC=1)C.CCOCC. The product is [C:32]([O:19][CH2:18][C@H:17]([NH:16][C:23]([O:25][C:26]([CH3:29])([CH3:28])[CH3:27])=[O:24])[C:20]([NH:7][CH3:4])=[O:22])(=[O:35])[CH3:33]. The yield is 0.780. (2) The reactants are [CH3:1][O:2][C:3]1[C:4](B(O)O)=[CH:5][C:6]2[C:11]([CH:12]=1)=[CH:10][CH:9]=[CH:8][CH:7]=2.[F:16][C:17]1[CH:22]=[CH:21][CH:20]=[CH:19][C:18]=1Br.C(=O)([O-])[O-].[Na+].[Na+]. The catalyst is COCCOC. The product is [CH3:1][O:2][C:3]1[C:4]([C:18]2[CH:19]=[CH:20][CH:21]=[CH:22][C:17]=2[F:16])=[CH:5][C:6]2[C:11](=[CH:10][CH:9]=[CH:8][CH:7]=2)[CH:12]=1. The yield is 0.750. (3) The reactants are [CH2:1]([O:8][C:9](=[O:30])[NH:10][CH2:11][C:12]1[C:23](=[O:24])[N:22]([CH:25]2[CH2:29][CH2:28][CH2:27][CH2:26]2)[C:15]2[N:16]=[C:17]([S:20][CH3:21])[N:18]=[CH:19][C:14]=2[CH:13]=1)[C:2]1[CH:7]=[CH:6][CH:5]=[CH:4][CH:3]=1.C1(S(N2C(C3C=CC=CC=3)O2)(=O)=[O:38])C=CC=CC=1. The catalyst is ClCCl. The product is [CH2:1]([O:8][C:9](=[O:30])[NH:10][CH2:11][C:12]1[C:23](=[O:24])[N:22]([CH:25]2[CH2:26][CH2:27][CH2:28][CH2:29]2)[C:15]2[N:16]=[C:17]([S:20]([CH3:21])=[O:38])[N:18]=[CH:19][C:14]=2[CH:13]=1)[C:2]1[CH:3]=[CH:4][CH:5]=[CH:6][CH:7]=1. The yield is 0.566. (4) The reactants are [F:1][C:2]1[C:3]([NH:18][C@@H:19]2[CH2:24][CH2:23][CH2:22][N:21]([C:25](=[O:28])[CH:26]=[CH2:27])[CH2:20]2)=[N:4][C:5]([NH:8][C:9]2[CH:10]=[C:11]3[C:15](=[CH:16][CH:17]=2)[CH2:14][NH:13][CH2:12]3)=[N:6][CH:7]=1.[O:29]1[CH2:32][C:31](=O)[CH2:30]1.[BH3-]C#N.[Na+]. The catalyst is CO. The product is [F:1][C:2]1[C:3]([NH:18][C@@H:19]2[CH2:24][CH2:23][CH2:22][N:21]([C:25](=[O:28])[CH:26]=[CH2:27])[CH2:20]2)=[N:4][C:5]([NH:8][C:9]2[CH:10]=[C:11]3[C:15](=[CH:16][CH:17]=2)[CH2:14][N:13]([CH:31]2[CH2:32][O:29][CH2:30]2)[CH2:12]3)=[N:6][CH:7]=1. The yield is 0.365. (5) The reactants are [CH3:1][O:2][C:3]1[CH:4]=[C:5]2[C:10](=[CH:11][CH:12]=1)[N:9]=[CH:8][C:7]([C:13]([OH:15])=[O:14])=[CH:6]2.[O:16]1[C:21]2[CH:22]=[CH:23][C:24]([CH2:26][NH:27][C@H:28]3[CH2:33][CH2:32][C@H:31]([CH2:34]O)[CH2:30][CH2:29]3)=[CH:25][C:20]=2[O:19][CH2:18][CH2:17]1. No catalyst specified. The product is [O:16]1[C:21]2[CH:22]=[CH:23][C:24]([CH2:26][NH:27][C@H:28]3[CH2:33][CH2:32][C@H:31]([CH2:34][O:14][C:13]([C:7]4[CH:8]=[N:9][C:10]5[C:5]([CH:6]=4)=[CH:4][C:3]([O:2][CH3:1])=[CH:12][CH:11]=5)=[O:15])[CH2:30][CH2:29]3)=[CH:25][C:20]=2[O:19][CH2:18][CH2:17]1. The yield is 0.260. (6) The reactants are [CH2:1]([O:8][C:9]1[CH:17]=[CH:16][C:12]([C:13](O)=[O:14])=[CH:11][CH:10]=1)[C:2]1[CH:7]=[CH:6][CH:5]=[CH:4][CH:3]=1.C(Cl)(=O)C([Cl:21])=O. The catalyst is ClCCl.CN(C)C=O. The product is [CH2:1]([O:8][C:9]1[CH:17]=[CH:16][C:12]([C:13]([Cl:21])=[O:14])=[CH:11][CH:10]=1)[C:2]1[CH:7]=[CH:6][CH:5]=[CH:4][CH:3]=1. The yield is 1.12. (7) The reactants are [F:1][C:2]1[CH:7]=[CH:6][C:5](I)=[CH:4][C:3]=1[O:9][CH3:10].C(N(CC)CC)C.[C:18]([C:20]1[CH:21]=[N:22][CH:23]=[C:24]([O:26][CH3:27])[CH:25]=1)#[CH:19]. The catalyst is C1(C=CC=CC=1)[P](C1C=CC=CC=1)(C1C=CC=CC=1)[Pd][P](C1C=CC=CC=1)(C1C=CC=CC=1)C1C=CC=CC=1.[Cu]I. The product is [F:1][C:2]1[CH:7]=[CH:6][C:5]([C:19]#[C:18][C:20]2[CH:21]=[N:22][CH:23]=[C:24]([O:26][CH3:27])[CH:25]=2)=[CH:4][C:3]=1[O:9][CH3:10]. The yield is 0.650.